This data is from Full USPTO retrosynthesis dataset with 1.9M reactions from patents (1976-2016). The task is: Predict the reactants needed to synthesize the given product. (1) Given the product [F:29][C:23]([F:28])([CH2:24][CH2:25][CH2:26][CH3:27])[CH:22]([OH:30])[CH2:21][CH2:20][C@H:8]1[C@H:7]([O:31][CH:32]2[CH2:37][CH2:36][CH2:35][CH2:34][O:33]2)[CH2:6][C@H:5]([OH:4])[C@@H:9]1[CH2:10][CH2:11][CH2:12][CH2:13][CH2:14][CH2:15][C:16]([OH:18])=[O:17], predict the reactants needed to synthesize it. The reactants are: C([O:4][C@@H:5]1[C@H:9]([CH2:10][CH2:11][CH2:12][CH2:13][CH2:14][CH2:15][C:16]([O:18]C)=[O:17])[C@@H:8]([CH2:20][CH2:21][CH:22]([OH:30])[C:23]([F:29])([F:28])[CH2:24][CH2:25][CH2:26][CH3:27])[C@H:7]([O:31][CH:32]2[CH2:37][CH2:36][CH2:35][CH2:34][O:33]2)[CH2:6]1)(=O)C.[OH-].[Na+]. (2) Given the product [OH:1][CH:2]([CH2:8][CH2:9][CH2:10][CH3:11])[C:3]([N:17]([CH3:18])[CH3:16])=[O:5], predict the reactants needed to synthesize it. The reactants are: [OH:1][CH:2]([CH2:8][CH2:9][CH3:10])[C:3]([O:5]CC)=O.[CH3:11][O-].[Na+].CO.[CH3:16][NH:17][CH3:18]. (3) Given the product [NH:1]([C:2]1[CH:3]=[C:4]2[C:9](=[CH:10][CH:11]=1)[CH:8]=[C:7]([S:12]([OH:15])(=[O:13])=[O:14])[CH:6]=[CH:5]2)[NH2:23], predict the reactants needed to synthesize it. The reactants are: [NH2:1][C:2]1[CH:3]=[C:4]2[C:9](=[CH:10][CH:11]=1)[CH:8]=[C:7]([S:12]([OH:15])(=[O:14])=[O:13])[CH:6]=[CH:5]2.[OH-].[Na+].OS(O)(=O)=O.[N:23]([O-])=O.[Na+].Cl[Sn]Cl. (4) Given the product [C:25]([O:24][C:22]([N:19]1[CH2:20][CH2:21][CH:16]([O:1][C:2]2[CH:11]=[C:10]([N:12]([CH3:13])[CH3:14])[CH:9]=[CH:8][C:3]=2[C:4]([O:6][CH3:7])=[O:5])[CH2:17][CH2:18]1)=[O:23])([CH3:28])([CH3:26])[CH3:27], predict the reactants needed to synthesize it. The reactants are: [OH:1][C:2]1[CH:11]=[C:10]([N:12]([CH3:14])[CH3:13])[CH:9]=[CH:8][C:3]=1[C:4]([O:6][CH3:7])=[O:5].O[CH:16]1[CH2:21][CH2:20][N:19]([C:22]([O:24][C:25]([CH3:28])([CH3:27])[CH3:26])=[O:23])[CH2:18][CH2:17]1.C1(P(C2C=CC=CC=2)C2C=CC=CC=2)C=CC=CC=1.N(C(OCC)=O)=NC(OCC)=O. (5) Given the product [C:24]([NH:1][C:2]1[N:7]=[C:6]([C:8]([NH:10][CH:11]([C:13]2[CH:18]=[CH:17][CH:16]=[C:15]([O:19][C:20]([F:23])([F:21])[F:22])[CH:14]=2)[CH3:12])=[O:9])[CH:5]=[CH:4][N:3]=1)(=[O:26])[CH3:25], predict the reactants needed to synthesize it. The reactants are: [NH2:1][C:2]1[N:7]=[C:6]([C:8]([NH:10][CH:11]([C:13]2[CH:18]=[CH:17][CH:16]=[C:15]([O:19][C:20]([F:23])([F:22])[F:21])[CH:14]=2)[CH3:12])=[O:9])[CH:5]=[CH:4][N:3]=1.[C:24](Cl)(=[O:26])[CH3:25]. (6) Given the product [Cl:1][C:2]1[C:3]([O:12][C:13]2[CH:14]=[N:15][C:16]([O:20][CH2:21][CH:22]([CH3:24])[CH3:23])=[C:17]([Cl:19])[CH:18]=2)=[CH:4][C:5]([F:11])=[C:6]([CH:10]=1)[C:7]([NH:42][S:39](=[O:41])(=[O:40])[N:38]([CH3:43])[CH3:37])=[O:8], predict the reactants needed to synthesize it. The reactants are: [Cl:1][C:2]1[C:3]([O:12][C:13]2[CH:14]=[N:15][C:16]([O:20][CH2:21][CH:22]([CH3:24])[CH3:23])=[C:17]([Cl:19])[CH:18]=2)=[CH:4][C:5]([F:11])=[C:6]([CH:10]=1)[C:7](O)=[O:8].C(N1C=CN=C1)(N1C=CN=C1)=O.[CH3:37][N:38]([CH3:43])[S:39]([NH2:42])(=[O:41])=[O:40].N12CCCN=C1CCCCC2. (7) Given the product [ClH:1].[ClH:1].[F:23][CH2:22][CH2:21][N:18]1[CH2:19][CH2:20][NH:15][CH2:16][CH2:17]1, predict the reactants needed to synthesize it. The reactants are: [ClH:1].O1CCOCC1.C(OC([N:15]1[CH2:20][CH2:19][N:18]([CH2:21][CH2:22][F:23])[CH2:17][CH2:16]1)=O)(C)(C)C.